From a dataset of Catalyst prediction with 721,799 reactions and 888 catalyst types from USPTO. Predict which catalyst facilitates the given reaction. Reactant: C(OC(=O)[NH:7][CH:8]1[C:17]2[C:12](=[CH:13][C:14]([C:18]([CH2:20][N:21]3[CH2:26][CH2:25][CH2:24][CH2:23][CH2:22]3)=[CH2:19])=[CH:15][CH:16]=2)[CH2:11][CH2:10][CH2:9]1)(C)(C)C.C(O)(C(F)(F)F)=O. Product: [N:21]1([CH2:20][C:18]([C:14]2[CH:13]=[C:12]3[C:17](=[CH:16][CH:15]=2)[CH:8]([NH2:7])[CH2:9][CH2:10][CH2:11]3)=[CH2:19])[CH2:22][CH2:23][CH2:24][CH2:25][CH2:26]1. The catalyst class is: 2.